Task: Predict the reaction yield, written as a fraction of the theoretical maximum amount of product (1.0 means a 100% yield; for example, 0.34 means a 34% yield).. Dataset: Reaction yield outcomes from USPTO patents with 853,638 reactions (1) The reactants are [OH:1][C:2]1([C:15]2[S:16][C:17]([C:20]3[CH:25]=[C:24]([NH:26][C:27]4[N:32]=[C:31]([C:33]([F:36])([F:35])[F:34])[CH:30]=[CH:29][N:28]=4)[CH:23]=[C:22]([CH3:37])[CH:21]=3)=[CH:18][N:19]=2)[CH2:7][CH2:6][N:5](C(OC(C)(C)C)=O)[CH2:4][CH2:3]1.C(O)(C(F)(F)F)=O.C([O-])(O)=O.[Na+]. The catalyst is C(Cl)Cl. The product is [CH3:37][C:22]1[CH:21]=[C:20]([C:17]2[S:16][C:15]([C:2]3([OH:1])[CH2:3][CH2:4][NH:5][CH2:6][CH2:7]3)=[N:19][CH:18]=2)[CH:25]=[C:24]([NH:26][C:27]2[N:32]=[C:31]([C:33]([F:35])([F:36])[F:34])[CH:30]=[CH:29][N:28]=2)[CH:23]=1. The yield is 0.980. (2) The reactants are [C:1]([O:4][CH:5]1[CH:9]([O:10][CH2:11][C:12]2[CH:17]=[CH:16][CH:15]=[CH:14][CH:13]=2)[C:8]([C:20]([C:33]2[CH:38]=[CH:37][CH:36]=[CH:35][CH:34]=2)([C:27]2[CH:32]=[CH:31][CH:30]=[CH:29][CH:28]=2)[O:21][SiH2:22][C:23]([CH3:26])([CH3:25])[CH3:24])([CH:18]=[CH2:19])[O:7][CH:6]1OC(=O)C)(=[O:3])[CH3:2].O([Si](C)(C)C)S(C(F)(F)F)(=O)=O.[C:55]([NH:63][C:64]1[N:72]=[CH:71][N:70]=[C:69]2[C:65]=1[NH:66][CH:67]=[N:68]2)(=[O:62])[C:56]1[CH:61]=[CH:60][CH:59]=[CH:58][CH:57]=1. The catalyst is C(#N)C. The product is [C:55]([NH:63][C:64]1[N:72]=[CH:71][N:70]=[C:69]2[C:65]=1[N:66]=[CH:67][N:68]2[CH:6]1[CH:5]([O:4][C:1](=[O:3])[CH3:2])[CH:9]([O:10][CH2:11][C:12]2[CH:13]=[CH:14][CH:15]=[CH:16][CH:17]=2)[C:8]([C:20]([C:33]2[CH:34]=[CH:35][CH:36]=[CH:37][CH:38]=2)([C:27]2[CH:28]=[CH:29][CH:30]=[CH:31][CH:32]=2)[O:21][SiH2:22][C:23]([CH3:24])([CH3:25])[CH3:26])([CH:18]=[CH2:19])[O:7]1)(=[O:62])[C:56]1[CH:61]=[CH:60][CH:59]=[CH:58][CH:57]=1. The yield is 0.680.